This data is from TCR-epitope binding with 47,182 pairs between 192 epitopes and 23,139 TCRs. The task is: Binary Classification. Given a T-cell receptor sequence (or CDR3 region) and an epitope sequence, predict whether binding occurs between them. (1) The epitope is VTIAEILLI. The TCR CDR3 sequence is CATSVGGGYTF. Result: 0 (the TCR does not bind to the epitope). (2) The epitope is GILGFVFTL. The TCR CDR3 sequence is CASSFGDEQFF. Result: 1 (the TCR binds to the epitope). (3) The epitope is KLPDDFTGCV. The TCR CDR3 sequence is CATSDSERGGLGDTQYF. Result: 1 (the TCR binds to the epitope). (4) The TCR CDR3 sequence is CASSQDFALPGTDTQYF. Result: 0 (the TCR does not bind to the epitope). The epitope is KLPDDFTGCV. (5) The epitope is LLFNKVTLA. The TCR CDR3 sequence is CASSWDRIYEQYF. Result: 0 (the TCR does not bind to the epitope). (6) The epitope is TEILPVSMTK. The TCR CDR3 sequence is CASSEGTLTGSRTDTQYF. Result: 0 (the TCR does not bind to the epitope). (7) The epitope is FPPTSFGPL. The TCR CDR3 sequence is CASSPGGETQYF. Result: 1 (the TCR binds to the epitope).